This data is from Forward reaction prediction with 1.9M reactions from USPTO patents (1976-2016). The task is: Predict the product of the given reaction. (1) The product is: [CH3:1][CH:2]([C:7]1[CH:8]=[CH:9][C:10]([NH:13][C:14](=[O:31])[CH:15]([NH:19][C:20](=[O:30])[CH2:21][C:22]2[CH:27]=[C:26]([F:28])[CH:25]=[C:24]([F:29])[CH:23]=2)[CH2:16][CH2:17][CH3:18])=[N:11][CH:12]=1)[CH2:3][CH:4]([NH:35][CH2:34][C:33]([F:37])([F:36])[F:32])[CH3:5]. Given the reactants [CH3:1][CH:2]([C:7]1[CH:8]=[CH:9][C:10]([NH:13][C:14](=[O:31])[CH:15]([NH:19][C:20](=[O:30])[CH2:21][C:22]2[CH:27]=[C:26]([F:28])[CH:25]=[C:24]([F:29])[CH:23]=2)[CH2:16][CH2:17][CH3:18])=[N:11][CH:12]=1)[CH2:3][C:4](=O)[CH3:5].[F:32][C:33]([F:37])([F:36])[CH2:34][NH2:35].C([O-])(=O)C.[Na+].[BH3-]C#N.[Na+], predict the reaction product. (2) Given the reactants O[C:2]1[CH:10]=[C:9]2[C:5]([C:6]([CH2:11][C:12]([NH:14][CH:15]([C:23]3[C:28](C4C=CC=CC=4C)=[CH:27][CH:26]=[CH:25][N:24]=3)CC3C=CC=CC=3)=[O:13])=[CH:7][NH:8]2)=[CH:4][CH:3]=1.[CH3:36][O:37][C:38]1[CH:43]=[C:42]([CH3:44])[C:41](B(O)O)=[C:40]([CH3:48])[CH:39]=1.C1(C)C=CC=CC=1B(O)[OH:56].[F:59][C:60]1[CH:61]=[C:62]([CH:66]=[C:67]([F:69])[CH:68]=1)[CH2:63][Mg]Cl.C([Mg]Cl)C1C=CC=CC=1, predict the reaction product. The product is: [F:59][C:60]1[CH:61]=[C:62]([CH2:63][CH:15]([NH:14][C:12](=[O:13])[CH2:11][C:6]2[C:5]3[C:9](=[CH:10][CH:2]=[C:3]([OH:56])[CH:4]=3)[NH:8][CH:7]=2)[C:23]2[C:28]([C:41]3[C:42]([CH3:44])=[CH:43][C:38]([O:37][CH3:36])=[CH:39][C:40]=3[CH3:48])=[CH:27][CH:26]=[CH:25][N:24]=2)[CH:66]=[C:67]([F:69])[CH:68]=1. (3) The product is: [C:12]([C:13]1[CH:14]=[C:15]([NH2:16])[N:8]([C:5]2[CH:6]=[CH:7][C:2]([CH3:10])=[CH:3][CH:4]=2)[N:9]=1)([CH3:19])([CH3:18])[CH3:11]. Given the reactants Cl.[C:2]1([CH3:10])[CH:7]=[CH:6][C:5]([NH:8][NH2:9])=[CH:4][CH:3]=1.[CH3:11][C:12]([CH3:19])([CH3:18])[C:13](=O)[CH2:14][C:15]#[N:16].Cl, predict the reaction product. (4) The product is: [CH2:33]([O:35][C:36]1[N:25]([C:22]2[CH:21]=[CH:20][C:19]([C:9]3[N:8]([C:5]4[CH:6]=[N:7][C:2]([CH3:1])=[CH:3][CH:4]=4)[CH:12]=[C:11]([C:13]4[CH:18]=[CH:17][CH:16]=[CH:15][N:14]=4)[N:10]=3)=[CH:24][CH:23]=2)[C:26]2=[N:27][CH:28]=[CH:29][CH:30]=[C:31]2[N:32]=1)[CH3:34]. Given the reactants [CH3:1][C:2]1[N:7]=[CH:6][C:5]([N:8]2[CH:12]=[C:11]([C:13]3[CH:18]=[CH:17][CH:16]=[CH:15][N:14]=3)[N:10]=[C:9]2[C:19]2[CH:24]=[CH:23][C:22]([NH:25][C:26]3[C:31]([NH2:32])=[CH:30][CH:29]=[CH:28][N:27]=3)=[CH:21][CH:20]=2)=[CH:4][CH:3]=1.[CH2:33]([O:35][C:36](OCC)(OCC)OCC)[CH3:34].C(O)(=O)CC, predict the reaction product. (5) Given the reactants [Br:1][C:2]1[C:3]2[O:12][C:11]([C:13]3[CH:18]=[CH:17][C:16]([C:19]4([NH:23]C(=O)OC(C)(C)C)[CH2:22][CH2:21][CH2:20]4)=[CH:15][CH:14]=3)=[C:10]([C:31]3[CH:36]=[CH:35][CH:34]=[CH:33][CH:32]=3)[C:4]=2[C:5]([O:8][CH3:9])=[N:6][CH:7]=1.C(O)(C(F)(F)F)=O, predict the reaction product. The product is: [Br:1][C:2]1[C:3]2[O:12][C:11]([C:13]3[CH:14]=[CH:15][C:16]([C:19]4([NH2:23])[CH2:20][CH2:21][CH2:22]4)=[CH:17][CH:18]=3)=[C:10]([C:31]3[CH:32]=[CH:33][CH:34]=[CH:35][CH:36]=3)[C:4]=2[C:5]([O:8][CH3:9])=[N:6][CH:7]=1. (6) Given the reactants C([N:14]1[CH2:17][CH:16]([O:18][CH:19]([C:27]2[CH:32]=[CH:31][C:30]([Cl:33])=[CH:29][CH:28]=2)[C:20]2[CH:25]=[CH:24][CH:23]=[CH:22][C:21]=2[CH3:26])[CH2:15]1)(C1C=CC=CC=1)C1C=CC=CC=1.Cl.ClC1C=CC=CC=1C(OC1CNC1)C1C=CC(Cl)=CC=1, predict the reaction product. The product is: [ClH:33].[CH3:26][C:21]1[CH:22]=[CH:23][CH:24]=[CH:25][C:20]=1[CH:19]([O:18][CH:16]1[CH2:17][NH:14][CH2:15]1)[C:27]1[CH:28]=[CH:29][C:30]([Cl:33])=[CH:31][CH:32]=1.